From a dataset of Forward reaction prediction with 1.9M reactions from USPTO patents (1976-2016). Predict the product of the given reaction. (1) Given the reactants [NH2:1][C:2]1[CH:3]=[CH:4][C:5]([F:18])=[C:6]([C@:8]2([CH3:17])[C:13]([F:15])([F:14])[CH2:12][O:11][C:10]([NH2:16])=[N:9]2)[CH:7]=1.[F:19][C:20]([F:28])([F:27])[C:21]1([C:24](O)=[O:25])[CH2:23][CH2:22]1, predict the reaction product. The product is: [NH2:16][C:10]1[O:11][CH2:12][C:13]([F:14])([F:15])[C@:8]([C:6]2[CH:7]=[C:2]([NH:1][C:24]([C:21]3([C:20]([F:28])([F:27])[F:19])[CH2:23][CH2:22]3)=[O:25])[CH:3]=[CH:4][C:5]=2[F:18])([CH3:17])[N:9]=1. (2) Given the reactants [Br:1][C:2]1[C:3]([O:21][CH3:22])=[C:4]([C:8]2[N:12]([CH2:13][O:14][CH2:15][CH2:16][Si:17]([CH3:20])([CH3:19])[CH3:18])[CH:11]=[N:10][CH:9]=2)[CH:5]=[CH:6][CH:7]=1.[Li]CCCC.CN([CH:31]=[O:32])C, predict the reaction product. The product is: [Br:1][C:2]1[C:3]([O:21][CH3:22])=[C:4]([C:8]2[N:12]([CH2:13][O:14][CH2:15][CH2:16][Si:17]([CH3:18])([CH3:20])[CH3:19])[C:11]([CH:31]=[O:32])=[N:10][CH:9]=2)[CH:5]=[CH:6][CH:7]=1. (3) Given the reactants [N+:1]([C:4]1[CH:5]=[CH:6][C:7]2[CH2:13][CH2:12][CH:11]([N:14]3[CH2:19][CH2:18][O:17][CH2:16][CH2:15]3)[CH2:10][CH2:9][C:8]=2[CH:20]=1)([O-])=O.CO, predict the reaction product. The product is: [N:14]1([CH:11]2[CH2:10][CH2:9][C:8]3[CH:20]=[C:4]([NH2:1])[CH:5]=[CH:6][C:7]=3[CH2:13][CH2:12]2)[CH2:19][CH2:18][O:17][CH2:16][CH2:15]1. (4) Given the reactants [CH:1]([C:3]1[N:4]=[CH:5][N:6]2[CH:10]=[CH:9][S:8][C:7]=12)=O.Cl.[NH2:12][OH:13].[OH-].[Na+], predict the reaction product. The product is: [OH:13][N:12]=[CH:1][C:3]1[N:4]=[CH:5][N:6]2[CH:10]=[CH:9][S:8][C:7]=12. (5) Given the reactants [CH3:1][C:2]1[CH:3]=[N:4][CH:5]=[C:6]([N+:22]([O-])=O)[C:7]=1[N:8]1[CH2:13][CH2:12][CH2:11][C@H:10]([NH:14][C:15](=[O:21])[O:16][C:17]([CH3:20])([CH3:19])[CH3:18])[CH2:9]1.[Cl-].[NH4+], predict the reaction product. The product is: [NH2:22][C:6]1[CH:5]=[N:4][CH:3]=[C:2]([CH3:1])[C:7]=1[N:8]1[CH2:13][CH2:12][CH2:11][C@H:10]([NH:14][C:15](=[O:21])[O:16][C:17]([CH3:18])([CH3:19])[CH3:20])[CH2:9]1. (6) The product is: [CH2:13]([N:17]1[C:23]([OH:26])=[C:24](/[N:8]=[N:1]/[C:2]2[CH:3]=[N:4][CH:5]=[CH:6][CH:7]=2)[C:15](=[O:22])[N:16]1[CH2:20][CH3:21])[CH3:14]. Given the reactants [NH2:1][C:2]1[CH:3]=[N:4][CH:5]=[CH:6][CH:7]=1.[N:8]([O-])=O.[Na+].N[C:13]1[N:17](CC)[N:16]([CH2:20][CH3:21])[C:15](=[O:22])[CH:14]=1.[C:23]([O-:26])(=O)[CH3:24].[Na+], predict the reaction product. (7) Given the reactants C([O-])(O)=O.[Na+:5].[F:6][C:7]1[CH:8]=[C:9]([C:13]2[CH:14]=[C:15]([OH:26])[C:16]([C:19]([NH:21][CH2:22][C:23]([OH:25])=[O:24])=[O:20])=[N:17][CH:18]=2)[CH:10]=[CH:11][CH:12]=1, predict the reaction product. The product is: [F:6][C:7]1[CH:8]=[C:9]([C:13]2[CH:14]=[C:15]([OH:26])[C:16]([C:19]([NH:21][CH2:22][C:23]([O-:25])=[O:24])=[O:20])=[N:17][CH:18]=2)[CH:10]=[CH:11][CH:12]=1.[Na+:5].